Dataset: NCI-60 drug combinations with 297,098 pairs across 59 cell lines. Task: Regression. Given two drug SMILES strings and cell line genomic features, predict the synergy score measuring deviation from expected non-interaction effect. (1) Drug 1: CCC1=C2CN3C(=CC4=C(C3=O)COC(=O)C4(CC)O)C2=NC5=C1C=C(C=C5)O. Drug 2: C1CN(CCN1C(=O)CCBr)C(=O)CCBr. Cell line: UACC-257. Synergy scores: CSS=24.6, Synergy_ZIP=-6.26, Synergy_Bliss=4.59, Synergy_Loewe=4.64, Synergy_HSA=6.06. (2) Drug 1: C1=NC(=NC(=O)N1C2C(C(C(O2)CO)O)O)N. Drug 2: CC1CCC2CC(C(=CC=CC=CC(CC(C(=O)C(C(C(=CC(C(=O)CC(OC(=O)C3CCCCN3C(=O)C(=O)C1(O2)O)C(C)CC4CCC(C(C4)OC)OCCO)C)C)O)OC)C)C)C)OC. Cell line: SK-MEL-28. Synergy scores: CSS=3.61, Synergy_ZIP=-6.69, Synergy_Bliss=-11.4, Synergy_Loewe=-10.7, Synergy_HSA=-9.29. (3) Drug 1: CC1CCC2CC(C(=CC=CC=CC(CC(C(=O)C(C(C(=CC(C(=O)CC(OC(=O)C3CCCCN3C(=O)C(=O)C1(O2)O)C(C)CC4CCC(C(C4)OC)O)C)C)O)OC)C)C)C)OC. Drug 2: CC1=C(C(=O)C2=C(C1=O)N3CC4C(C3(C2COC(=O)N)OC)N4)N. Cell line: HS 578T. Synergy scores: CSS=35.5, Synergy_ZIP=-10.4, Synergy_Bliss=-2.29, Synergy_Loewe=-7.34, Synergy_HSA=1.79. (4) Drug 1: CC1CCC2CC(C(=CC=CC=CC(CC(C(=O)C(C(C(=CC(C(=O)CC(OC(=O)C3CCCCN3C(=O)C(=O)C1(O2)O)C(C)CC4CCC(C(C4)OC)OCCO)C)C)O)OC)C)C)C)OC. Drug 2: CNC(=O)C1=NC=CC(=C1)OC2=CC=C(C=C2)NC(=O)NC3=CC(=C(C=C3)Cl)C(F)(F)F. Cell line: HOP-62. Synergy scores: CSS=1.17, Synergy_ZIP=-4.12, Synergy_Bliss=-7.49, Synergy_Loewe=-29.7, Synergy_HSA=-8.24. (5) Drug 1: CC1=C(C=C(C=C1)NC(=O)C2=CC=C(C=C2)CN3CCN(CC3)C)NC4=NC=CC(=N4)C5=CN=CC=C5. Drug 2: CC1C(C(CC(O1)OC2CC(CC3=C2C(=C4C(=C3O)C(=O)C5=C(C4=O)C(=CC=C5)OC)O)(C(=O)CO)O)N)O.Cl. Cell line: MCF7. Synergy scores: CSS=18.6, Synergy_ZIP=0.831, Synergy_Bliss=1.53, Synergy_Loewe=-18.4, Synergy_HSA=-1.22. (6) Drug 1: C1=C(C(=O)NC(=O)N1)N(CCCl)CCCl. Drug 2: CC=C1C(=O)NC(C(=O)OC2CC(=O)NC(C(=O)NC(CSSCCC=C2)C(=O)N1)C(C)C)C(C)C. Cell line: HCC-2998. Synergy scores: CSS=54.4, Synergy_ZIP=-3.98, Synergy_Bliss=-4.65, Synergy_Loewe=-23.2, Synergy_HSA=-3.05. (7) Drug 1: C1CC(CNC1)C2=CC=C(C=C2)N3C=C4C=CC=C(C4=N3)C(=O)N. Drug 2: CC1CC(C(C(C=C(C(C(C=CC=C(C(=O)NC2=CC(=O)C(=C(C1)C2=O)OC)C)OC)OC(=O)N)C)C)O)OC. Cell line: SW-620. Synergy scores: CSS=82.1, Synergy_ZIP=4.32, Synergy_Bliss=1.84, Synergy_Loewe=-1.11, Synergy_HSA=5.57. (8) Drug 1: CN(C)N=NC1=C(NC=N1)C(=O)N. Drug 2: CN(C(=O)NC(C=O)C(C(C(CO)O)O)O)N=O. Cell line: UO-31. Synergy scores: CSS=14.8, Synergy_ZIP=-5.36, Synergy_Bliss=1.07, Synergy_Loewe=-6.29, Synergy_HSA=1.71. (9) Drug 1: CC1=C(C=C(C=C1)NC2=NC=CC(=N2)N(C)C3=CC4=NN(C(=C4C=C3)C)C)S(=O)(=O)N.Cl. Drug 2: CC1=C(C(=CC=C1)Cl)NC(=O)C2=CN=C(S2)NC3=CC(=NC(=N3)C)N4CCN(CC4)CCO. Cell line: SK-MEL-2. Synergy scores: CSS=-5.27, Synergy_ZIP=0.472, Synergy_Bliss=-6.06, Synergy_Loewe=-9.86, Synergy_HSA=-9.60.